This data is from Reaction yield outcomes from USPTO patents with 853,638 reactions. The task is: Predict the reaction yield, written as a fraction of the theoretical maximum amount of product (1.0 means a 100% yield; for example, 0.34 means a 34% yield). (1) The reactants are C([O:3][CH2:4][CH2:5][O:6][NH:7][C:8]([C:10]1[C:25]([NH:26][C:27]2[CH:32]=[CH:31][C:30]([Br:33])=[CH:29][C:28]=2[Cl:34])=[C:24]([F:35])[C:13]2[N:14]=[CH:15][N:16]([CH2:17][CH:18]3[CH2:23][CH2:22][CH2:21][CH2:20][O:19]3)[C:12]=2[CH:11]=1)=[O:9])=C.BrC1C=CC(NC2C(C(O)=O)=CC3N(CC4CCCCO4)C=NC=3C=2F)=C(Cl)C=1.C1C=CC2N(O)N=NC=2C=1.C(N(CC)CC)C.C(OCCON)=C.CCN=C=NCCCN(C)C. The catalyst is CN(C)C=O.C(OCC)(=O)C.O. The product is [OH:3][CH2:4][CH2:5][O:6][NH:7][C:8]([C:10]1[C:25]([NH:26][C:27]2[CH:32]=[CH:31][C:30]([Br:33])=[CH:29][C:28]=2[Cl:34])=[C:24]([F:35])[C:13]2[N:14]=[CH:15][N:16]([CH2:17][CH:18]3[CH2:23][CH2:22][CH2:21][CH2:20][O:19]3)[C:12]=2[CH:11]=1)=[O:9]. The yield is 0.790. (2) The reactants are [C:1]([O:20][CH3:21])(=[O:19])[CH2:2][CH2:3][CH2:4][CH2:5][CH2:6][CH2:7][CH2:8][CH2:9][CH2:10][CH2:11][CH2:12][CH2:13][CH2:14][CH2:15][CH2:16][CH2:17][CH3:18].C(OC)(=O)CCCCCCC/C=C\CCCCCCCC. No catalyst specified. The product is [C:1]([O:20][CH3:21])(=[O:19])[CH2:2][CH2:3][CH2:4][CH2:5][CH2:6][CH2:7][CH2:8]/[CH:9]=[CH:10]\[CH2:11]/[CH:12]=[CH:13]\[CH2:14][CH2:15][CH2:16][CH2:17][CH3:18]. The yield is 0.161. (3) The catalyst is C1C=CC(/C=C/C(/C=C/C2C=CC=CC=2)=O)=CC=1.C1C=CC(/C=C/C(/C=C/C2C=CC=CC=2)=O)=CC=1.C1C=CC(/C=C/C(/C=C/C2C=CC=CC=2)=O)=CC=1.[Pd].[Pd].O1CCOCC1. The product is [Br:10][C:6]1[CH:7]=[N:8][CH:9]=[C:2]([N:18]2[CH2:17][CH2:16][N:15]3[C:20](=[CH:21][C:22]4[CH2:23][C:12]([CH3:11])([CH3:25])[CH2:13][C:14]=43)[C:19]2=[O:24])[C:3]=1[CH:4]=[O:5]. The yield is 0.700. The reactants are Br[C:2]1[CH:9]=[N:8][CH:7]=[C:6]([Br:10])[C:3]=1[CH:4]=[O:5].[CH3:11][C:12]1([CH3:25])[CH2:23][C:22]2[CH:21]=[C:20]3[N:15]([CH2:16][CH2:17][NH:18][C:19]3=[O:24])[C:14]=2[CH2:13]1.C(=O)([O-])[O-].[Cs+].[Cs+].CC1(C)C2C(=C(P(C3C=CC=CC=3)C3C=CC=CC=3)C=CC=2)OC2C(P(C3C=CC=CC=3)C3C=CC=CC=3)=CC=CC1=2. (4) The reactants are [CH:1]([NH2:4])([CH3:3])[CH3:2].CC1C=CC(S(O[CH2:16][C@@H:17]2[CH2:20][CH2:19][N:18]2[C:21]([O:23][C:24]([CH3:27])([CH3:26])[CH3:25])=[O:22])(=O)=O)=CC=1. The catalyst is CC(O)C. The product is [CH:1]([NH:4][CH2:16][C@@H:17]1[CH2:20][CH2:19][N:18]1[C:21]([O:23][C:24]([CH3:25])([CH3:27])[CH3:26])=[O:22])([CH3:3])[CH3:2]. The yield is 0.680.